Task: Predict the product of the given reaction.. Dataset: Forward reaction prediction with 1.9M reactions from USPTO patents (1976-2016) Given the reactants [N:1]1[C:6]2[NH:7][CH:8]=[CH:9][C:5]=2[CH:4]=[N:3][CH:2]=1.[C:10]1([C:16](=[N:23][C:24]2[CH:25]=[N:26][CH:27]=[C:28]([CH:31]=2)[CH:29]=[O:30])[C:17]2[CH:22]=[CH:21][CH:20]=[CH:19][CH:18]=2)[CH:15]=[CH:14][CH:13]=[CH:12][CH:11]=1.[OH-].[K+].[Cl-].[NH4+], predict the reaction product. The product is: [C:10]1([C:16](=[N:23][C:24]2[CH:31]=[C:28]([CH:29]([C:9]3[C:5]4[CH:4]=[N:3][CH:2]=[N:1][C:6]=4[NH:7][CH:8]=3)[OH:30])[CH:27]=[N:26][CH:25]=2)[C:17]2[CH:22]=[CH:21][CH:20]=[CH:19][CH:18]=2)[CH:15]=[CH:14][CH:13]=[CH:12][CH:11]=1.